From a dataset of Catalyst prediction with 721,799 reactions and 888 catalyst types from USPTO. Predict which catalyst facilitates the given reaction. Reactant: [CH3:1][O:2][C:3]1[C:18]([N+:19]([O-])=O)=[CH:17][C:6]2[CH2:7][CH2:8][N:9]([CH2:12][C:13]([F:16])([F:15])[F:14])[CH2:10][CH2:11][C:5]=2[CH:4]=1.O.NN. Product: [CH3:1][O:2][C:3]1[C:18]([NH2:19])=[CH:17][C:6]2[CH2:7][CH2:8][N:9]([CH2:12][C:13]([F:14])([F:15])[F:16])[CH2:10][CH2:11][C:5]=2[CH:4]=1. The catalyst class is: 19.